From a dataset of Full USPTO retrosynthesis dataset with 1.9M reactions from patents (1976-2016). Predict the reactants needed to synthesize the given product. (1) The reactants are: I[CH2:2][CH3:3].C([O-])([O-])=O.[K+].[K+].[OH:10][C:11]1[CH:12]=[C:13]([CH:16]=[CH:17][C:18]=1[N+:19]([O-:21])=[O:20])[CH:14]=[O:15].O. Given the product [CH2:2]([O:10][C:11]1[CH:12]=[C:13]([CH:16]=[CH:17][C:18]=1[N+:19]([O-:21])=[O:20])[CH:14]=[O:15])[CH3:3], predict the reactants needed to synthesize it. (2) The reactants are: Cl.Cl.[Cl:3][CH2:4][CH2:5][N:6]1[CH2:11][CH2:10][NH:9][CH2:8][CH2:7]1.C(N(CC)CC)C.[CH3:19][S:20](Cl)(=[O:22])=[O:21]. Given the product [Cl:3][CH2:4][CH2:5][N:6]1[CH2:11][CH2:10][N:9]([S:20]([CH3:19])(=[O:22])=[O:21])[CH2:8][CH2:7]1, predict the reactants needed to synthesize it.